Dataset: Full USPTO retrosynthesis dataset with 1.9M reactions from patents (1976-2016). Task: Predict the reactants needed to synthesize the given product. (1) The reactants are: [C:1]([O:5][C:6]([N:8]1[CH2:20][C@@H:19]([CH3:21])[N:18]2[C@H:10]([CH2:11][C:12]3[C:17]2=[N:16][C:15]([CH2:22][OH:23])=[C:14](Br)[CH:13]=3)[CH2:9]1)=[O:7])([CH3:4])([CH3:3])[CH3:2].[C]=O.C1C=CC(P(C2C=CC=CC=2)CCCP(C2C=CC=CC=2)C2C=CC=CC=2)=CC=1.C(N(CC)CC)C.[CH3:63][OH:64]. Given the product [C:1]([O:5][C:6]([N:8]1[CH2:9][C@@H:10]2[N:18]([C:17]3[N:16]=[C:15]4[CH2:22][O:23][C:63](=[O:64])[C:14]4=[CH:13][C:12]=3[CH2:11]2)[C@H:19]([CH3:21])[CH2:20]1)=[O:7])([CH3:4])([CH3:3])[CH3:2], predict the reactants needed to synthesize it. (2) The reactants are: C([Li])CCC.[S:6]1[CH:10]=[CH:9][C:8]2[C:11]([C:15]([OH:17])=[O:16])=[CH:12][CH:13]=[CH:14][C:7]1=2.[Br:18][C:19]1[CH:20]=[N:21][C:22]([Cl:25])=[N:23][CH:24]=1.ClC1C(=O)C(C#N)=C(C#N)C(=O)C=1Cl.Cl. Given the product [Br:18][C:19]1[C:20]([C:10]2[S:6][C:7]3[CH:14]=[CH:13][CH:12]=[C:11]([C:15]([OH:17])=[O:16])[C:8]=3[CH:9]=2)=[N:21][C:22]([Cl:25])=[N:23][CH:24]=1, predict the reactants needed to synthesize it.